From a dataset of Peptide-MHC class I binding affinity with 185,985 pairs from IEDB/IMGT. Regression. Given a peptide amino acid sequence and an MHC pseudo amino acid sequence, predict their binding affinity value. This is MHC class I binding data. (1) The peptide sequence is MTNNPPIPV. The MHC is HLA-A02:03 with pseudo-sequence HLA-A02:03. The binding affinity (normalized) is 0.676. (2) The peptide sequence is YRGAKRMAIL. The MHC is HLA-B08:01 with pseudo-sequence HLA-B08:01. The binding affinity (normalized) is 0.550. (3) The peptide sequence is CMLDGGNML. The MHC is HLA-A02:01 with pseudo-sequence HLA-A02:01. The binding affinity (normalized) is 0.628.